Dataset: Forward reaction prediction with 1.9M reactions from USPTO patents (1976-2016). Task: Predict the product of the given reaction. (1) Given the reactants Cl[C:2]1[CH:11]=[C:10]([C:12]([NH:14][CH2:15][CH2:16][N:17]2[CH2:21][CH2:20][CH2:19][CH2:18]2)=[O:13])[C:9]2[C:4](=[CH:5][CH:6]=[CH:7][CH:8]=2)[N:3]=1.CC1(C)C(C)(C)OB([C:30]2[CH:35]=[CH:34][C:33]([CH2:36][N:37]3[CH2:42][CH2:41][O:40][CH2:39][CH2:38]3)=[CH:32][CH:31]=2)O1.P([O-])([O-])([O-])=O.[K+].[K+].[K+], predict the reaction product. The product is: [O:40]1[CH2:41][CH2:42][N:37]([CH2:36][C:33]2[CH:32]=[CH:31][C:30]([C:2]3[CH:11]=[C:10]([C:12]([NH:14][CH2:15][CH2:16][N:17]4[CH2:21][CH2:20][CH2:19][CH2:18]4)=[O:13])[C:9]4[C:4](=[CH:5][CH:6]=[CH:7][CH:8]=4)[N:3]=3)=[CH:35][CH:34]=2)[CH2:38][CH2:39]1. (2) Given the reactants C(OC(=O)[NH:7][C:8]1[CH:13]=[C:12]([N:14]2[CH2:18][CH2:17][CH2:16][CH2:15]2)[C:11]([C:19]#[N:20])=[CH:10][C:9]=1[NH:21][C:22](=[O:38])[CH2:23][C:24]([C:26]1[CH:31]=[CH:30][CH:29]=[C:28]([C:32]2[O:36][N:35]=[C:34]([CH3:37])[CH:33]=2)[CH:27]=1)=O)(C)(C)C.C(O)(C(F)(F)F)=O, predict the reaction product. The product is: [CH3:37][C:34]1[CH:33]=[C:32]([C:28]2[CH:27]=[C:26]([C:24]3[CH2:23][C:22](=[O:38])[NH:21][C:9]4[CH:10]=[C:11]([C:19]#[N:20])[C:12]([N:14]5[CH2:18][CH2:17][CH2:16][CH2:15]5)=[CH:13][C:8]=4[N:7]=3)[CH:31]=[CH:30][CH:29]=2)[O:36][N:35]=1. (3) Given the reactants Cl.[C:2]([C:4]1[CH:11]=[CH:10][C:7]([CH2:8][NH2:9])=[CH:6][CH:5]=1)#[N:3].[OH-].[Na+].[C:14]([O:18][C:19](O[C:19]([O:18][C:14]([CH3:17])([CH3:16])[CH3:15])=[O:20])=[O:20])([CH3:17])([CH3:16])[CH3:15], predict the reaction product. The product is: [C:2]([C:4]1[CH:11]=[CH:10][C:7]([CH2:8][NH:9][C:19](=[O:20])[O:18][C:14]([CH3:17])([CH3:16])[CH3:15])=[CH:6][CH:5]=1)#[N:3]. (4) Given the reactants C[O-].[Na+].[SH:4][CH2:5][C:6](=[O:8])[CH3:7].[Br:9][C:10]1[CH:19]=[C:18]2[C:13]([C:14](Cl)=[C:15]([CH:20]=O)[CH2:16][O:17]2)=[CH:12][CH:11]=1, predict the reaction product. The product is: [Br:9][C:10]1[CH:11]=[CH:12][C:13]2[C:14]3[S:4][C:5]([C:6](=[O:8])[CH3:7])=[CH:20][C:15]=3[CH2:16][O:17][C:18]=2[CH:19]=1.